Task: Predict the reaction yield, written as a fraction of the theoretical maximum amount of product (1.0 means a 100% yield; for example, 0.34 means a 34% yield).. Dataset: Reaction yield outcomes from USPTO patents with 853,638 reactions The reactants are [Cl:1][CH:2]([CH3:6])[C:3](O)=[O:4].[F:7][C:8]([F:21])([F:20])[O:9][C:10]1[CH:11]=[C:12]([NH:16][CH2:17][CH2:18][NH2:19])[CH:13]=[CH:14][CH:15]=1.C1(N=C=NC2CCCCC2)CCCCC1. The catalyst is C(Cl)Cl. The product is [Cl:1][CH:2]([CH3:6])[C:3]([NH:19][CH2:18][CH2:17][NH:16][C:12]1[CH:13]=[CH:14][CH:15]=[C:10]([O:9][C:8]([F:7])([F:20])[F:21])[CH:11]=1)=[O:4]. The yield is 0.920.